Dataset: Peptide-MHC class II binding affinity with 134,281 pairs from IEDB. Task: Regression. Given a peptide amino acid sequence and an MHC pseudo amino acid sequence, predict their binding affinity value. This is MHC class II binding data. (1) The peptide sequence is KAAVAAAASVPAADK. The MHC is DRB1_1101 with pseudo-sequence DRB1_1101. The binding affinity (normalized) is 0.244. (2) The peptide sequence is DYDNSFMPEWVNFKF. The binding affinity (normalized) is 0.558. The MHC is DRB1_0101 with pseudo-sequence DRB1_0101. (3) The peptide sequence is SGKAFGAMAKKGQED. The MHC is DRB1_1501 with pseudo-sequence DRB1_1501. The binding affinity (normalized) is 0.259. (4) The peptide sequence is EKKVFAATQFEPLAA. The MHC is HLA-DPA10201-DPB10501 with pseudo-sequence HLA-DPA10201-DPB10501. The binding affinity (normalized) is 0.770.